This data is from Full USPTO retrosynthesis dataset with 1.9M reactions from patents (1976-2016). The task is: Predict the reactants needed to synthesize the given product. (1) Given the product [CH:1]1([C@@H:4]2[NH:9][C:8](=[O:10])[C@H:7]([CH2:11][CH:12]([CH3:14])[CH3:13])[N:6]([C:27]([C:24]3[CH:23]=[C:22]([C:19]4[CH:20]=[CH:21][C:16]([F:15])=[CH:17][CH:18]=4)[O:26][N:25]=3)=[O:28])[CH2:5]2)[CH2:3][CH2:2]1, predict the reactants needed to synthesize it. The reactants are: [CH:1]1([C@@H:4]2[NH:9][C:8](=[O:10])[C@H:7]([CH2:11][CH:12]([CH3:14])[CH3:13])[NH:6][CH2:5]2)[CH2:3][CH2:2]1.[F:15][C:16]1[CH:21]=[CH:20][C:19]([C:22]2[O:26][N:25]=[C:24]([C:27](O)=[O:28])[CH:23]=2)=[CH:18][CH:17]=1.C([C@@H]1N(C(=O)/C=C/C2C=CC=CC=2)C[C@H](CC(C)C)NC1=O)C(C)C. (2) The reactants are: [CH2:1]([N:8]1[CH2:38][CH2:37][C:11]2([N:15]=[C:14]([C:16]3[CH:21]=[CH:20][C:19]([Br:22])=[CH:18][CH:17]=3)[N:13]([CH2:23][C@@H:24]3[CH2:28][CH2:27][N:26](C(OC(C)(C)C)=O)[CH2:25]3)[C:12]2=[O:36])[CH2:10][CH2:9]1)[C:2]1[CH:7]=[CH:6][CH:5]=[CH:4][CH:3]=1.Cl. Given the product [CH2:1]([N:8]1[CH2:9][CH2:10][C:11]2([N:15]=[C:14]([C:16]3[CH:21]=[CH:20][C:19]([Br:22])=[CH:18][CH:17]=3)[N:13]([CH2:23][C@@H:24]3[CH2:28][CH2:27][NH:26][CH2:25]3)[C:12]2=[O:36])[CH2:37][CH2:38]1)[C:2]1[CH:3]=[CH:4][CH:5]=[CH:6][CH:7]=1, predict the reactants needed to synthesize it. (3) Given the product [Cl:1][C:2]1[CH:3]=[C:4]([C:8]2[CH:9]=[C:10]3[C:14](=[CH:15][CH:16]=2)[NH:13][C:12](=[O:17])[C:11]3=[O:18])[CH:5]=[CH:6][CH:7]=1, predict the reactants needed to synthesize it. The reactants are: [Cl:1][C:2]1[CH:3]=[C:4]([C:8]2[CH:9]=[C:10]3[C:14](=[CH:15][CH:16]=2)[NH:13][C:12](=[O:17])[CH2:11]3)[CH:5]=[CH:6][CH:7]=1.[O:18]1CCOCC1. (4) Given the product [F:23][C:22]([F:25])([F:24])[C:20]([OH:26])=[O:21].[F:18][C:12]1[CH:13]=[C:14]([F:17])[CH:15]=[CH:16][C:11]=1[CH:9]1[CH2:10][CH:8]1[NH2:7], predict the reactants needed to synthesize it. The reactants are: C(OC(=O)[NH:7][CH:8]1[CH2:10][CH:9]1[C:11]1[CH:16]=[CH:15][C:14]([F:17])=[CH:13][C:12]=1[F:18])(C)(C)C.[C:20]([OH:26])([C:22]([F:25])([F:24])[F:23])=[O:21]. (5) Given the product [OH:1][CH2:2][CH2:3][NH:4][C:5](=[O:26])[C:6]1[CH:11]=[CH:10][C:9]([O:12][CH3:13])=[C:8](/[CH:14]=[CH:15]/[C:16]2[CH:17]=[CH:18][C:19]([C:22]([F:24])([F:25])[F:23])=[CH:20][CH:21]=2)[CH:7]=1, predict the reactants needed to synthesize it. The reactants are: [OH:1][CH:2](CO)[CH2:3][NH:4][C:5](=[O:26])[C:6]1[CH:11]=[CH:10][C:9]([O:12][CH3:13])=[C:8](/[CH:14]=[CH:15]/[C:16]2[CH:21]=[CH:20][C:19]([C:22]([F:25])([F:24])[F:23])=[CH:18][CH:17]=2)[CH:7]=1.NCCO. (6) Given the product [Cl:22][C:19]1[CH:20]=[CH:21][C:16]([CH:8]([C:5]2[CH:6]=[CH:7][C:2]([C:31]3[CH:32]=[N:33][NH:34][CH:35]=3)=[CH:3][CH:4]=2)[CH2:9][CH2:10][N:11]2[CH:15]=[CH:14][N:13]=[CH:12]2)=[CH:17][CH:18]=1, predict the reactants needed to synthesize it. The reactants are: Br[C:2]1[CH:7]=[CH:6][C:5]([CH:8]([C:16]2[CH:21]=[CH:20][C:19]([Cl:22])=[CH:18][CH:17]=2)[CH2:9][CH2:10][N:11]2[CH:15]=[CH:14][N:13]=[CH:12]2)=[CH:4][CH:3]=1.CC1(C)C(C)(C)OB([C:31]2[CH:32]=[N:33][NH:34][CH:35]=2)O1.